From a dataset of Full USPTO retrosynthesis dataset with 1.9M reactions from patents (1976-2016). Predict the reactants needed to synthesize the given product. (1) Given the product [OH:34][CH2:33][C@H:22]([NH:21][C:19](=[O:20])[C:18]1[CH:35]=[C:14]([C:12]#[C:13][C:10]2[CH:11]=[CH:2][CH:3]=[C:4]([C:5](=[O:6])[NH:7][CH2:8][CH3:40])[CH:9]=2)[CH:15]=[CH:16][C:17]=1[O:36][CH:37]([CH3:39])[CH3:38])[CH2:23][C:24]1[C:32]2[C:27](=[CH:28][CH:29]=[CH:30][CH:31]=2)[NH:26][CH:25]=1, predict the reactants needed to synthesize it. The reactants are: I[C:2]1[CH:3]=[C:4]([CH:9]=[CH:10][CH:11]=1)[C:5]([NH:7][CH3:8])=[O:6].[C:12]([C:14]1[CH:15]=[CH:16][C:17]([O:36][CH:37]([CH3:39])[CH3:38])=[C:18]([CH:35]=1)[C:19]([NH:21][C@@H:22]([CH2:33][OH:34])[CH2:23][C:24]1[C:32]2[C:27](=[CH:28][CH:29]=[CH:30][CH:31]=2)[NH:26][CH:25]=1)=[O:20])#[CH:13].[CH3:40]CCC[N+](CCCC)(CCCC)CCCC.[F-]. (2) The reactants are: COC(C1CC(=O)[N:7](C2C=CC(O)=CC=2)[CH2:6]1)=O.FC1C=CC(C)=C(C=1)CBr.C[O:29][C:30]([CH:32]1[CH2:36][C:35](=[O:37])[N:34]([C:38]2[CH:43]=[CH:42][C:41]([O:44][CH2:45][C:46]3[CH:51]=[C:50]([F:52])[CH:49]=[CH:48][C:47]=3[CH3:53])=[CH:40][CH:39]=2)[CH2:33]1)=O. Given the product [CH3:6][NH2:7].[CH3:6][NH:7][C:30]([CH:32]1[CH2:36][C:35](=[O:37])[N:34]([C:38]2[CH:43]=[CH:42][C:41]([O:44][CH2:45][C:46]3[CH:51]=[C:50]([F:52])[CH:49]=[CH:48][C:47]=3[CH3:53])=[CH:40][CH:39]=2)[CH2:33]1)=[O:29], predict the reactants needed to synthesize it. (3) Given the product [NH:13]1[C:14]2[CH:19]=[CH:18][CH:17]=[CH:16][C:15]=2[N:11]=[C:12]1[C@H:8]([NH:9][C:10]([NH:33][C:30]1([C:27]2[CH:28]=[CH:29][C:24]([F:23])=[CH:25][CH:26]=2)[CH2:32][CH2:31]1)=[O:20])[CH2:7][C:6]1[CH:5]=[CH:4][C:3]([O:2][CH3:1])=[CH:22][CH:21]=1, predict the reactants needed to synthesize it. The reactants are: [CH3:1][O:2][C:3]1[CH:22]=[CH:21][C:6]([CH2:7][C@@H:8]2[C:12]3=[N:13][C:14]4[CH:19]=[CH:18][CH:17]=[CH:16][C:15]=4[N:11]3[C:10](=[O:20])[NH:9]2)=[CH:5][CH:4]=1.[F:23][C:24]1[CH:29]=[CH:28][C:27]([C:30]2([NH2:33])[CH2:32][CH2:31]2)=[CH:26][CH:25]=1.C(O)(C(F)(F)F)=O. (4) Given the product [CH2:1]([N:5]([CH2:20][C:21]1[CH:33]=[CH:32][C:24]([O:25][CH2:26][C:27]([OH:29])=[O:28])=[C:23]([CH3:34])[CH:22]=1)[C:6]1[C:7]([CH3:19])=[C:8]([C:12]2[CH:17]=[CH:16][C:15]([CH3:18])=[CH:14][CH:13]=2)[CH:9]=[CH:10][CH:11]=1)[CH2:2][CH2:3][CH3:4], predict the reactants needed to synthesize it. The reactants are: [CH2:1]([N:5]([CH2:20][C:21]1[CH:33]=[CH:32][C:24]([O:25][CH2:26][C:27]([O:29]CC)=[O:28])=[C:23]([CH3:34])[CH:22]=1)[C:6]1[C:7]([CH3:19])=[C:8]([C:12]2[CH:17]=[CH:16][C:15]([CH3:18])=[CH:14][CH:13]=2)[CH:9]=[CH:10][CH:11]=1)[CH2:2][CH2:3][CH3:4].[OH-].[Na+].Cl.